Dataset: Reaction yield outcomes from USPTO patents with 853,638 reactions. Task: Predict the reaction yield, written as a fraction of the theoretical maximum amount of product (1.0 means a 100% yield; for example, 0.34 means a 34% yield). (1) The reactants are [CH3:1][N:2]1[CH2:7][CH2:6][N:5]2[N:8]=[C:9]([NH2:11])[N:10]=[C:4]2[CH2:3]1.[C:12]([O:15][CH2:16][C:17]1[C:18]([N:32]2[CH2:44][CH2:43][N:35]3[C:36]4[CH2:37][CH2:38][CH2:39][CH2:40][C:41]=4[CH:42]=[C:34]3[C:33]2=[O:45])=[N:19][CH:20]=[CH:21][C:22]=1[C:23]1[CH:28]=[C:27](Br)[C:26](=[O:30])[N:25]([CH3:31])[CH:24]=1)(=[O:14])[CH3:13].C(=O)([O-])[O-].[Cs+].[Cs+].CC1(C)C2C(=C(P(C3C=CC=CC=3)C3C=CC=CC=3)C=CC=2)OC2C(P(C3C=CC=CC=3)C3C=CC=CC=3)=CC=CC1=2. The catalyst is C1C=CC(/C=C/C(/C=C/C2C=CC=CC=2)=O)=CC=1.C1C=CC(/C=C/C(/C=C/C2C=CC=CC=2)=O)=CC=1.C1C=CC(/C=C/C(/C=C/C2C=CC=CC=2)=O)=CC=1.[Pd].[Pd].CN(C=O)C. The product is [C:12]([O:15][CH2:16][C:17]1[C:18]([N:32]2[CH2:44][CH2:43][N:35]3[C:36]4[CH2:37][CH2:38][CH2:39][CH2:40][C:41]=4[CH:42]=[C:34]3[C:33]2=[O:45])=[N:19][CH:20]=[CH:21][C:22]=1[C:23]1[CH:28]=[C:27]([NH:11][C:9]2[N:10]=[C:4]3[CH2:3][N:2]([CH3:1])[CH2:7][CH2:6][N:5]3[N:8]=2)[C:26](=[O:30])[N:25]([CH3:31])[CH:24]=1)(=[O:14])[CH3:13]. The yield is 0.410. (2) The reactants are Br[C:2]1[N:7]=[C:6]([C:8]([OH:10])=[O:9])[CH:5]=[CH:4][C:3]=1[F:11].[C:12]1(B(O)O)[CH2:17][CH2:16][CH2:15][CH2:14][CH:13]=1. The catalyst is C1C=CC(P(C2C=CC=CC=2)[C-]2C=CC=C2)=CC=1.C1C=CC(P(C2C=CC=CC=2)[C-]2C=CC=C2)=CC=1.Cl[Pd]Cl.[Fe+2].C(Cl)Cl. The product is [C:12]1([C:2]2[N:7]=[C:6]([C:8]([OH:10])=[O:9])[CH:5]=[CH:4][C:3]=2[F:11])[CH2:17][CH2:16][CH2:15][CH2:14][CH:13]=1. The yield is 0.610. (3) The reactants are C[O:2][C:3](=[O:19])[CH:4]=[CH:5][C:6]1[CH:11]=[CH:10][C:9]([C:12]([F:15])([F:14])[F:13])=[CH:8][C:7]=1[O:16][CH2:17][CH3:18].[Li+].[OH-]. The catalyst is C1COCC1.CO. The product is [CH2:17]([O:16][C:7]1[CH:8]=[C:9]([C:12]([F:13])([F:15])[F:14])[CH:10]=[CH:11][C:6]=1[CH:5]=[CH:4][C:3]([OH:19])=[O:2])[CH3:18]. The yield is 0.970. (4) The yield is 0.790. The product is [CH2:8]([N:11]1[CH:12]([CH2:13][CH2:14][CH3:15])[CH2:16][O:17][S@@:18]1=[O:19])[CH2:9][CH3:10]. The reactants are CN1CCOCC1.[CH2:8]([NH:11][C@H:12]([CH2:16][OH:17])[CH2:13][CH2:14][CH3:15])[CH2:9][CH3:10].[S:18](Cl)(Cl)=[O:19].O. The catalyst is ClCCl.